Predict which catalyst facilitates the given reaction. From a dataset of Catalyst prediction with 721,799 reactions and 888 catalyst types from USPTO. (1) Reactant: C(=O)([O-])[O-].[Cs+].[Cs+].C1C=CC(P(C2C(C3C(P(C4C=CC=CC=4)C4C=CC=CC=4)=CC=C4C=3C=CC=C4)=C3C(C=CC=C3)=CC=2)C2C=CC=CC=2)=CC=1.[O:53]1[CH2:56][CH:55]([N:57]2[CH2:62][CH2:61][NH:60][CH2:59][CH2:58]2)[CH2:54]1.Br[C:64]1[C:65]([Cl:90])=[C:66]([N:73]([CH2:81][C:82]2[CH:87]=[CH:86][C:85]([O:88][CH3:89])=[CH:84][CH:83]=2)[C:74](=[O:80])[O:75][C:76]([CH3:79])([CH3:78])[CH3:77])[CH:67]=[C:68]([CH:70]([F:72])[F:71])[CH:69]=1.C1(C)C=CC=CC=1. Product: [Cl:90][C:65]1[C:64]([N:60]2[CH2:61][CH2:62][N:57]([CH:55]3[CH2:56][O:53][CH2:54]3)[CH2:58][CH2:59]2)=[CH:69][C:68]([CH:70]([F:72])[F:71])=[CH:67][C:66]=1[N:73]([CH2:81][C:82]1[CH:83]=[CH:84][C:85]([O:88][CH3:89])=[CH:86][CH:87]=1)[C:74](=[O:80])[O:75][C:76]([CH3:79])([CH3:78])[CH3:77]. The catalyst class is: 110. (2) Reactant: [Cl:1][C:2]1[N:7]=[CH:6][C:5]2[C:8](I)=[CH:9][N:10]([CH:11]([CH3:13])[CH3:12])[C:4]=2[CH:3]=1.[CH3:15][S:16](O)(=[O:18])=[O:17].CNCCNC. Product: [Cl:1][C:2]1[N:7]=[CH:6][C:5]2[C:8]([S:16]([CH3:15])(=[O:18])=[O:17])=[CH:9][N:10]([CH:11]([CH3:13])[CH3:12])[C:4]=2[CH:3]=1. The catalyst class is: 16. (3) Reactant: [NH2:1][C:2]1[CH:3]=[C:4]([CH:11]=[CH:12][N:13]=1)[C:5]([N:7]([O:9][CH3:10])[CH3:8])=[O:6].[CH3:14][S:15](Cl)(=[O:17])=[O:16]. Product: [CH3:14][S:15]([NH:1][C:2]1[CH:3]=[C:4]([CH:11]=[CH:12][N:13]=1)[C:5]([N:7]([O:9][CH3:10])[CH3:8])=[O:6])(=[O:17])=[O:16]. The catalyst class is: 17. (4) Reactant: Cl.[Br:2][C:3]1[CH:4]=[C:5]([NH2:15])[CH:6]=[C:7]([NH:9][CH2:10][C:11]([F:14])([F:13])[F:12])[CH:8]=1.Cl[C:17]1[N:22]=[C:21]([C:23]([F:26])([F:25])[F:24])[CH:20]=[CH:19][N:18]=1.O. Product: [Br:2][C:3]1[CH:4]=[C:5]([NH:15][C:17]2[N:22]=[C:21]([C:23]([F:26])([F:25])[F:24])[CH:20]=[CH:19][N:18]=2)[CH:6]=[C:7]([NH:9][CH2:10][C:11]([F:13])([F:14])[F:12])[CH:8]=1. The catalyst class is: 16. (5) Reactant: [Cl:1][C:2]1[C:7]([CH2:8]O)=[CH:6][CH:5]=[C:4]([CH3:10])[N:3]=1.S(Cl)([Cl:13])=O. Product: [Cl:1][C:2]1[C:7]([CH2:8][Cl:13])=[CH:6][CH:5]=[C:4]([CH3:10])[N:3]=1. The catalyst class is: 2. (6) Reactant: [Br:1][C:2]1[C:10]2[C:5]([NH:6][CH:7]=[N:8][C:9]=2[Cl:11])=[N:4][CH:3]=1.O[CH:13]1[CH2:18][CH2:17][N:16]([C:19]([O:21][C:22]([CH3:25])([CH3:24])[CH3:23])=[O:20])[CH2:15][CH2:14]1.C1(P(C2C=CC=CC=2)C2C=CC=CC=2)C=CC=CC=1.CCOC(/N=N/C(OCC)=O)=O. Product: [Br:1][C:2]1[C:10]2[C:9]([Cl:11])=[N:8][CH:7]=[N:6][C:5]=2[N:4]([CH:13]2[CH2:18][CH2:17][N:16]([C:19]([O:21][C:22]([CH3:25])([CH3:24])[CH3:23])=[O:20])[CH2:15][CH2:14]2)[CH:3]=1. The catalyst class is: 7. (7) Reactant: [CH2:1]([O:3][C:4]1[C:5](/[C:18](/[CH2:26][CH3:27])=[C:19](/[F:25])\[C:20](OCC)=[O:21])=[CH:6][C:7]2[C:8]([CH2:16][CH3:17])=[CH:9][CH2:10][C:11]([CH3:15])([CH3:14])[C:12]=2[CH:13]=1)[CH3:2].[H-].C([Al+]CC(C)C)C(C)C. Product: [CH2:1]([O:3][C:4]1[C:5](/[C:18](/[CH2:26][CH3:27])=[C:19](/[F:25])\[CH2:20][OH:21])=[CH:6][C:7]2[C:8]([CH2:16][CH3:17])=[CH:9][CH2:10][C:11]([CH3:15])([CH3:14])[C:12]=2[CH:13]=1)[CH3:2]. The catalyst class is: 11. (8) Reactant: [C:1]([O:5][C:6](=[O:26])[CH:7]([N:12]=[C:13]([C:20]1[CH:25]=[CH:24][CH:23]=[CH:22][CH:21]=1)[C:14]1[CH:19]=[CH:18][CH:17]=[CH:16][CH:15]=1)[CH2:8][CH2:9][CH:10]=[CH2:11])([CH3:4])([CH3:3])[CH3:2].C[Si]([N-][Si](C)(C)C)(C)C.[Na+].[C:37](Cl)(=[O:44])[C:38]1[CH:43]=[CH:42][CH:41]=[CH:40][CH:39]=1. Product: [C:1]([O:5][C:6](=[O:26])[C:7]([N:12]=[C:13]([C:20]1[CH:21]=[CH:22][CH:23]=[CH:24][CH:25]=1)[C:14]1[CH:15]=[CH:16][CH:17]=[CH:18][CH:19]=1)([C:37](=[O:44])[C:38]1[CH:43]=[CH:42][CH:41]=[CH:40][CH:39]=1)[CH2:8][CH2:9][CH:10]=[CH2:11])([CH3:2])([CH3:3])[CH3:4]. The catalyst class is: 1.